From a dataset of Forward reaction prediction with 1.9M reactions from USPTO patents (1976-2016). Predict the product of the given reaction. Given the reactants COC([C@@H]1[C@H](O)CCN1)=O.C[O:12][C:13]([C@@H:15]1[C@H:19]([OH:20])[CH2:18][CH2:17][N:16]1[C:21](=[O:35])[NH:22][C:23]1[C:32]2[C:27](=[CH:28][CH:29]=[CH:30][CH:31]=2)[C:26]([C:33]#[N:34])=[CH:25][CH:24]=1)=O.C1CCN2C(=NCCC2)CC1, predict the reaction product. The product is: [OH:20][C@H:19]1[C@@H:15]2[N:16]([C:21](=[O:35])[N:22]([C:23]3[C:32]4[C:27](=[CH:28][CH:29]=[CH:30][CH:31]=4)[C:26]([C:33]#[N:34])=[CH:25][CH:24]=3)[C:13]2=[O:12])[CH2:17][CH2:18]1.